Dataset: Peptide-MHC class I binding affinity with 185,985 pairs from IEDB/IMGT. Task: Regression. Given a peptide amino acid sequence and an MHC pseudo amino acid sequence, predict their binding affinity value. This is MHC class I binding data. The peptide sequence is KTIQGGLGW. The MHC is HLA-A31:01 with pseudo-sequence HLA-A31:01. The binding affinity (normalized) is 0.0847.